The task is: Binary Classification. Given a T-cell receptor sequence (or CDR3 region) and an epitope sequence, predict whether binding occurs between them.. This data is from TCR-epitope binding with 47,182 pairs between 192 epitopes and 23,139 TCRs. (1) The epitope is YSEHPTFTSQY. The TCR CDR3 sequence is CSVPTVNTEAFF. Result: 1 (the TCR binds to the epitope). (2) The epitope is TAFTIPSI. The TCR CDR3 sequence is CASSQLPDGRPGNTIYF. Result: 0 (the TCR does not bind to the epitope). (3) The epitope is RTLNAWVKV. The TCR CDR3 sequence is CASSQERASMNEQFF. Result: 0 (the TCR does not bind to the epitope). (4) The epitope is RISNCVADY. The TCR CDR3 sequence is CASSLIGRTGELFF. Result: 0 (the TCR does not bind to the epitope).